This data is from Experimentally validated miRNA-target interactions with 360,000+ pairs, plus equal number of negative samples. The task is: Binary Classification. Given a miRNA mature sequence and a target amino acid sequence, predict their likelihood of interaction. (1) The miRNA is hsa-miR-4764-5p with sequence UGGAUGUGGAAGGAGUUAUCU. The protein sequence of the target gene is MKRQNVRTLALIVCTFTYLLVGAAVFDALESEPEMIERQRLELRQLELRARYNLSEGGYEELERVVLRLKPHKAGVQWRFAGSFYFAITVITTIGYGHAAPSTDGGKVFCMFYALLGIPLTLVMFQSLGERINTFVRYLLHRAKRGLGMRHAEVSMANMVLIGFVSCISTLCIGAAAFSYYERWTFFQAYYYCFITLTTIGFGDYVALQKDQALQTQPQYVAFSFVYILTGLTVIGAFLNLVVLRFMTMNAEDEKRDAEHRALLTHNGQAGGLGGLSCLSGSLGDGVRPRDPVTCAAAAG.... Result: 0 (no interaction). (2) The miRNA is hsa-miR-449b-3p with sequence CAGCCACAACUACCCUGCCACU. The protein sequence of the target gene is MGWDLTVKMLAGNEFQVSLSSSMSVSELKAQITQKIGVHAFQQRLAVHPSGVALQDRVPLASQGLGPGSTVLLVVDKCDEPLSILVRNNKGRSSTYEVRLTQTVAHLKQQVSGLEGVQDDLFWLTFEGKPLEDQLPLGEYGLKPLSTVFMNLRLRGGGTEPGGRS. Result: 0 (no interaction). (3) The miRNA is hsa-miR-6874-5p with sequence AUGGAGCUGGAACCAGAUCAGGC. The protein sequence of the target gene is MTPIVTVLICLRLSLGPRTHVQAGTLPKPTLWAEPGSVITQGSPVTLWCQGILETQEYRLYREKKTAPWITRIPQEIVKKGQFPIPSITWEHTGRYRCFYGSHTAGWSEPSDPLELVVTGAYIKPTLSALPSPVVTSGGNVTLHCVSQVAFGSFILCKEGEDEHPQCLNSQPRTHGWSRAIFSVGPVSPSRRWSYRCYAYDSNSPHVWSLPSDLLELLVLGVSKKPSLSVQPGPIVAPGESLTLQCVSDVSYDRFVLYKEGERDFLQLPGPQPQAGLSQANFTLGPVSRSYGGQYRCSGA.... Result: 0 (no interaction). (4) Result: 0 (no interaction). The protein sequence of the target gene is MADFDEIYEEEEDEERALEEQLLKYSPDPVVVRGSGHVTVFGLSNKFESEFPSSLTGKVAPEEFKASINRVNSCLKKNLPVNVRWLLCGCLCCCCTLGCSMWPVICLSKRTRRSIEKLLEWENNRLYHKLCLHWRLSKRKCETNNMMEYVILIEFLPKTPIFRPD. The miRNA is gga-miR-375 with sequence UUUGUUCGUUCGGCUCGCGUUA.